Dataset: TCR-epitope binding with 47,182 pairs between 192 epitopes and 23,139 TCRs. Task: Binary Classification. Given a T-cell receptor sequence (or CDR3 region) and an epitope sequence, predict whether binding occurs between them. The epitope is IPSINVHHY. The TCR CDR3 sequence is CASSLPPPGIKGELFF. Result: 0 (the TCR does not bind to the epitope).